The task is: Predict the reaction yield, written as a fraction of the theoretical maximum amount of product (1.0 means a 100% yield; for example, 0.34 means a 34% yield).. This data is from Reaction yield outcomes from USPTO patents with 853,638 reactions. (1) The reactants are [CH2:1]([O:3][C:4](=[O:25])[CH2:5][C:6]1[CH:11]=[C:10]([O:12][CH2:13][C:14]([F:17])([F:16])[F:15])[C:9](I)=[C:8]([O:19][CH2:20][C:21]([F:24])([F:23])[F:22])[CH:7]=1)[CH3:2].[F:26][C:27]([F:38])([F:37])[C:28]1[CH:33]=[CH:32][C:31](B(O)O)=[CH:30][CH:29]=1.[F-].[Cs+].O. The catalyst is COCCOC.C1C=CC([P]([Pd]([P](C2C=CC=CC=2)(C2C=CC=CC=2)C2C=CC=CC=2)([P](C2C=CC=CC=2)(C2C=CC=CC=2)C2C=CC=CC=2)[P](C2C=CC=CC=2)(C2C=CC=CC=2)C2C=CC=CC=2)(C2C=CC=CC=2)C2C=CC=CC=2)=CC=1.CCOC(C)=O. The product is [CH2:1]([O:3][C:4](=[O:25])[CH2:5][C:6]1[CH:11]=[C:10]([O:12][CH2:13][C:14]([F:17])([F:16])[F:15])[C:9]([C:31]2[CH:32]=[CH:33][C:28]([C:27]([F:38])([F:37])[F:26])=[CH:29][CH:30]=2)=[C:8]([O:19][CH2:20][C:21]([F:24])([F:23])[F:22])[CH:7]=1)[CH3:2]. The yield is 0.700. (2) The reactants are Br[CH2:2][CH2:3][CH2:4][CH:5]=[CH2:6].C([O-])([O-])=O.[K+].[K+].[C:13]1(=[O:23])[NH:17][C:16](=[O:18])[C:15]2=[CH:19][CH:20]=[CH:21][CH:22]=[C:14]12.[K].O. The catalyst is CN(C=O)C. The product is [CH2:2]([N:17]1[C:13](=[O:23])[C:14]2[C:15](=[CH:19][CH:20]=[CH:21][CH:22]=2)[C:16]1=[O:18])[CH2:3][CH2:4][CH:5]=[CH2:6]. The yield is 0.725. (3) The reactants are [CH3:1][NH2:2].Cl[CH2:4][C:5]1[N:6]=[C:7]([CH:10]([CH3:12])[CH3:11])[O:8][CH:9]=1. The catalyst is O1CCOCC1.O. The product is [CH:10]([C:7]1[O:8][CH:9]=[C:5]([CH2:4][NH:2][CH3:1])[N:6]=1)([CH3:12])[CH3:11]. The yield is 0.710.